From a dataset of Catalyst prediction with 721,799 reactions and 888 catalyst types from USPTO. Predict which catalyst facilitates the given reaction. (1) Reactant: O1[C:5]2([CH2:9][CH2:8][N:7]([C@H:10]3[CH2:15][CH2:14][CH2:13][CH2:12][C@@H:11]3[O:16][CH2:17][C:18]3[C:23]([Cl:24])=[CH:22][CH:21]=[CH:20][C:19]=3[Cl:25])[CH2:6]2)[O:4]CC1.[H-].[Na+].O1C2(CCN([C@H]3CCCC[C@@H]3O)C2)OCC1.ClC1C=CC=C(Cl)C=1CBr. Product: [ClH:24].[O:4]=[C:5]1[CH2:9][CH2:8][N:7]([C@H:10]2[CH2:15][CH2:14][CH2:13][CH2:12][C@@H:11]2[O:16][CH2:17][C:18]2[C:23]([Cl:24])=[CH:22][CH:21]=[CH:20][C:19]=2[Cl:25])[CH2:6]1. The catalyst class is: 57. (2) The catalyst class is: 364. Reactant: C[O:2][C:3]([C:5]1[C:6]2[CH2:7][C:8]([CH3:29])([CH3:28])[CH:9]([C:16]3[CH:21]=[CH:20][CH:19]=[C:18]([N:22]4[CH2:27][CH2:26][O:25][CH2:24][CH2:23]4)[CH:17]=3)[NH:10][C:11]=2[CH:12]=[CH:13][C:14]=1[F:15])=[O:4].[OH-].[Na+].Cl. Product: [F:15][C:14]1[CH:13]=[CH:12][C:11]2[NH:10][CH:9]([C:16]3[CH:21]=[CH:20][CH:19]=[C:18]([N:22]4[CH2:23][CH2:24][O:25][CH2:26][CH2:27]4)[CH:17]=3)[C:8]([CH3:29])([CH3:28])[CH2:7][C:6]=2[C:5]=1[C:3]([OH:4])=[O:2]. (3) Reactant: [F:1][C:2]1[CH:3]=[C:4]2[C:9](=[C:10]([NH2:12])[CH:11]=1)[N:8]=[CH:7][CH:6]=[CH:5]2.[C:13]([C:15]1[N:20]=[CH:19][C:18]([S:21](Cl)(=[O:23])=[O:22])=[CH:17][CH:16]=1)#[N:14].N1C=CC=CC=1. Product: [F:1][C:2]1[CH:3]=[C:4]2[C:9](=[C:10]([NH:12][S:21]([C:18]3[CH:19]=[N:20][C:15]([C:13]#[N:14])=[CH:16][CH:17]=3)(=[O:22])=[O:23])[CH:11]=1)[N:8]=[CH:7][CH:6]=[CH:5]2. The catalyst class is: 79. (4) The catalyst class is: 21. Reactant: [Cl:1][C:2]1[CH:3]=[C:4]([C:9](=[O:15])[CH:10]=[CH:11][C:12]([OH:14])=[O:13])[CH:5]=[CH:6][C:7]=1[Cl:8].[C:16]([O-])(O)=O.[Na+].S(OC)(OC)(=O)=O. Product: [CH3:16][O:13][C:12](=[O:14])[CH:11]=[CH:10][C:9]([C:4]1[CH:5]=[CH:6][C:7]([Cl:8])=[C:2]([Cl:1])[CH:3]=1)=[O:15].